Task: Regression. Given a peptide amino acid sequence and an MHC pseudo amino acid sequence, predict their binding affinity value. This is MHC class II binding data.. Dataset: Peptide-MHC class II binding affinity with 134,281 pairs from IEDB The peptide sequence is VIPAGELQVIEKVDA. The MHC is DRB1_1201 with pseudo-sequence DRB1_1201. The binding affinity (normalized) is 0.605.